This data is from Catalyst prediction with 721,799 reactions and 888 catalyst types from USPTO. The task is: Predict which catalyst facilitates the given reaction. Reactant: Br[CH2:2][C:3]1[CH:24]=[C:23]([Cl:25])[C:6]([O:7][C:8]2[CH:9]=[CH:10][C:11]([OH:22])=[C:12]([CH:21]=2)[C:13]([N:15]([CH:17]2[CH2:20][CH2:19][CH2:18]2)[CH3:16])=[O:14])=[C:5]([Cl:26])[CH:4]=1.C[N+]1([O-])CC[O:31]CC1. Product: [CH:17]1([N:15]([CH3:16])[C:13](=[O:14])[C:12]2[CH:21]=[C:8]([O:7][C:6]3[C:23]([Cl:25])=[CH:24][C:3]([CH:2]=[O:31])=[CH:4][C:5]=3[Cl:26])[CH:9]=[CH:10][C:11]=2[OH:22])[CH2:20][CH2:19][CH2:18]1. The catalyst class is: 10.